From a dataset of Kir2.1 potassium channel HTS with 301,493 compounds. Binary Classification. Given a drug SMILES string, predict its activity (active/inactive) in a high-throughput screening assay against a specified biological target. The molecule is Clc1cc(CN2CCC(CC2)C(=O)NNC(=O)c2sccc2)ccc1Cl. The result is 0 (inactive).